Dataset: Full USPTO retrosynthesis dataset with 1.9M reactions from patents (1976-2016). Task: Predict the reactants needed to synthesize the given product. Given the product [N+:8]([C:11]1[CH:19]=[CH:18][CH:17]=[CH:16][C:12]=1[C:13]([NH:1][C:2]1[CH:7]=[CH:6][CH:5]=[CH:4][CH:3]=1)=[O:14])([O-:10])=[O:9], predict the reactants needed to synthesize it. The reactants are: [NH2:1][C:2]1[CH:7]=[CH:6][CH:5]=[CH:4][CH:3]=1.[N+:8]([C:11]1[CH:19]=[CH:18][CH:17]=[CH:16][C:12]=1[C:13](Cl)=[O:14])([O-:10])=[O:9].